Task: Predict which catalyst facilitates the given reaction.. Dataset: Catalyst prediction with 721,799 reactions and 888 catalyst types from USPTO (1) Reactant: [Cl:1][C:2]1[CH:7]=[CH:6][C:5]([S:8]([N:11]2[C:20]3[C:15](=[CH:16][CH:17]=[CH:18][CH:19]=3)[CH2:14][CH2:13][CH2:12]2)(=[O:10])=[O:9])=[CH:4][C:3]=1[NH:21][C:22](=[O:34])[C:23]1[C:28]([N+:29]([O-:31])=[O:30])=[CH:27][CH:26]=[CH:25][C:24]=1[CH2:32][OH:33].C(N(CC)CC)C.[C:42]([Si:46](Cl)([CH3:48])[CH3:47])([CH3:45])([CH3:44])[CH3:43].O. Product: [Si:46]([O:33][CH2:32][C:24]1[CH:25]=[CH:26][CH:27]=[C:28]([N+:29]([O-:31])=[O:30])[C:23]=1[C:22]([NH:21][C:3]1[CH:4]=[C:5]([S:8]([N:11]2[C:20]3[C:15](=[CH:16][CH:17]=[CH:18][CH:19]=3)[CH2:14][CH2:13][CH2:12]2)(=[O:9])=[O:10])[CH:6]=[CH:7][C:2]=1[Cl:1])=[O:34])([C:42]([CH3:45])([CH3:44])[CH3:43])([CH3:48])[CH3:47]. The catalyst class is: 251. (2) Reactant: [C:1]([OH:14])(=[O:13])/[CH:2]=[CH:3]/[C:4]1[CH:12]=[CH:11][C:9]([OH:10])=[C:6]([O:7][CH3:8])[CH:5]=1.C(OC(=O)C)(=O)C. Product: [C:1]([OH:14])(=[O:13])[CH3:2].[C:1]([OH:14])(=[O:13])/[CH:2]=[CH:3]/[C:4]1[CH:12]=[CH:11][C:9]([OH:10])=[C:6]([O:7][CH3:8])[CH:5]=1. The catalyst class is: 22. (3) Reactant: [CH2:1]([O:3][C:4](=[O:35])[CH:5]=[C:6]([N:13]1[C:21]2[C:16](=[CH:17][C:18]([CH2:22][CH2:23][CH2:24][C:25]3[CH:34]=[CH:33][C:32]4[C:27](=[N:28][CH:29]=[CH:30][CH:31]=4)[N:26]=3)=[CH:19][CH:20]=2)[CH:15]=[CH:14]1)[C:7]1[CH:12]=[CH:11][CH:10]=[CH:9][CH:8]=1)[CH3:2]. Product: [CH2:1]([O:3][C:4](=[O:35])[CH2:5][CH:6]([C:7]1[CH:12]=[CH:11][CH:10]=[CH:9][CH:8]=1)[N:13]1[C:21]2[C:16](=[CH:17][C:18]([CH2:22][CH2:23][CH2:24][C:25]3[CH:34]=[CH:33][C:32]4[CH2:31][CH2:30][CH2:29][NH:28][C:27]=4[N:26]=3)=[CH:19][CH:20]=2)[CH:15]=[CH:14]1)[CH3:2]. The catalyst class is: 19. (4) Reactant: [Br:1][C:2]1[C:3](=[O:15])[NH:4][C:5]([NH:8][C:9]2[CH:14]=[CH:13][CH:12]=[CH:11][CH:10]=2)=[N:6][CH:7]=1.C([O-])([O-])=O.[K+].[K+].Br[CH2:23][CH2:24]Br. Product: [Br:1][C:2]1[C:3](=[O:15])[N:4]2[CH2:23][CH2:24][N:8]([C:9]3[CH:14]=[CH:13][CH:12]=[CH:11][CH:10]=3)[C:5]2=[N:6][CH:7]=1. The catalyst class is: 3. (5) Reactant: [Cl:1][C:2]1[CH:3]=[C:4]([CH:8]2[N:13]([CH2:14][C:15]([O:17]CC)=[O:16])[C:12](=[O:20])[NH:11][C:10]([CH3:21])=[C:9]2[C:22](=[O:39])[NH:23][CH2:24][CH2:25][CH:26]([C:33]2[CH:38]=[CH:37][CH:36]=[CH:35][CH:34]=2)[C:27]2[CH:32]=[CH:31][CH:30]=[CH:29][CH:28]=2)[CH:5]=[CH:6][CH:7]=1.[OH-].[Na+].Cl. Product: [Cl:1][C:2]1[CH:3]=[C:4]([CH:8]2[N:13]([CH2:14][C:15]([OH:17])=[O:16])[C:12](=[O:20])[NH:11][C:10]([CH3:21])=[C:9]2[C:22](=[O:39])[NH:23][CH2:24][CH2:25][CH:26]([C:33]2[CH:34]=[CH:35][CH:36]=[CH:37][CH:38]=2)[C:27]2[CH:32]=[CH:31][CH:30]=[CH:29][CH:28]=2)[CH:5]=[CH:6][CH:7]=1. The catalyst class is: 5. (6) Reactant: F[C:2]1[C:11]([CH3:12])=[C:10]2[C:5]([CH:6]=[N:7][C:8]([NH:13][C:14]3[CH:22]=[C:21]4[C:17]([CH:18]=[N:19][NH:20]4)=[CH:16][CH:15]=3)=[N:9]2)=[CH:4][CH:3]=1.[NH2:23][CH2:24][CH2:25][N:26]1[CH2:30][CH2:29][CH2:28][CH2:27]1. Product: [NH:20]1[C:21]2[C:17](=[CH:16][CH:15]=[C:14]([NH:13][C:8]3[N:7]=[CH:6][C:5]4[C:10](=[C:11]([CH3:12])[C:2]([NH:23][CH2:24][CH2:25][N:26]5[CH2:30][CH2:29][CH2:28][CH2:27]5)=[CH:3][CH:4]=4)[N:9]=3)[CH:22]=2)[CH:18]=[N:19]1. The catalyst class is: 37. (7) Reactant: [N:1]1[N:2]=[C:3]([S:6]([O:9][C:10]2[CH:11]=[C:12]([CH3:26])[C:13]3[CH:17]([CH2:18][C:19]([O:21]CC)=[O:20])[O:16][B:15]([OH:24])[C:14]=3[CH:25]=2)(=[O:8])=[O:7])[NH:4][CH:5]=1.[Li+].[OH-].Cl. Product: [N:1]1[N:2]=[C:3]([S:6]([O:9][C:10]2[CH:11]=[C:12]([CH3:26])[C:13]3[CH:17]([CH2:18][C:19]([OH:21])=[O:20])[O:16][B:15]([OH:24])[C:14]=3[CH:25]=2)(=[O:7])=[O:8])[NH:4][CH:5]=1. The catalyst class is: 14. (8) Reactant: Cl.[CH:2]1[C:11]2[C:6](=[CH:7][CH:8]=[CH:9][CH:10]=2)[CH:5]=[CH:4][C:3]=1[CH2:12][N:13]1[C:21]2[C:20](=[O:22])[NH:19][C:18]([NH2:23])=[N:17][C:16]=2[N:15]=[CH:14]1.[CH:24]1[C:33]2[C:28](=[CH:29][CH:30]=[CH:31][CH:32]=2)[CH:27]=[CH:26][C:25]=1[CH2:34][Br:35]. Product: [Br-:35].[NH2:23][C:18]1[NH:19][C:20](=[O:22])[C:21]2[N+:13]([CH2:12][C:3]3[CH:4]=[CH:5][C:6]4[C:11](=[CH:10][CH:9]=[CH:8][CH:7]=4)[CH:2]=3)=[CH:14][N:15]([CH2:34][C:25]3[CH:26]=[CH:27][C:28]4[C:33](=[CH:32][CH:31]=[CH:30][CH:29]=4)[CH:24]=3)[C:16]=2[N:17]=1. The catalyst class is: 80. (9) Reactant: [Cl:1][C:2]1[CH:3]=[C:4]([CH:11]=[CH:12][C:13]=1[CH:14]([CH3:28])[C:15]([C:21]1[CH:26]=[CH:25][N:24]=[C:23]([Cl:27])[CH:22]=1)([OH:20])[C:16]([F:19])([F:18])[F:17])[CH2:5]OS(C)(=O)=O.[C-:29]#[N:30].[Na+]. Product: [Cl:1][C:2]1[CH:3]=[C:4]([CH2:5][C:29]#[N:30])[CH:11]=[CH:12][C:13]=1[CH:14]([CH3:28])[C:15]([C:21]1[CH:26]=[CH:25][N:24]=[C:23]([Cl:27])[CH:22]=1)([OH:20])[C:16]([F:19])([F:18])[F:17]. The catalyst class is: 39. (10) Reactant: Br[C:2]1[CH:7]=[CH:6][C:5]([Cl:8])=[C:4]([Cl:9])[CH:3]=1.[C:10]1(B(O)O)[CH:15]=[CH:14][CH:13]=[CH:12][CH:11]=1.C1(P(C2C=CC=CC=2)C2C=CC=CC=2)C=CC=CC=1.C(=O)([O-])[O-].[K+].[K+]. Product: [C:10]1([C:2]2[CH:7]=[CH:6][C:5]([Cl:8])=[C:4]([Cl:9])[CH:3]=2)[CH:15]=[CH:14][CH:13]=[CH:12][CH:11]=1. The catalyst class is: 6.